Dataset: Forward reaction prediction with 1.9M reactions from USPTO patents (1976-2016). Task: Predict the product of the given reaction. Given the reactants [Cl:1][C:2]1[CH:15]=[CH:14][C:13]2[S:12][C:11]3[C:6](=[CH:7][CH:8]=[CH:9][CH:10]=3)[NH:5][C:4]=2[CH:3]=1.I[C:17]1[CH:25]=[CH:24][C:20]([C:21]([OH:23])=O)=[CH:19][CH:18]=1.[CH2:26]=[C:27]=[CH2:28].[C:29]1([NH2:36])[CH:34]=[CH:33][CH:32]=[CH:31][C:30]=1[NH2:35], predict the reaction product. The product is: [NH2:35][C:30]1[CH:31]=[CH:32][CH:33]=[CH:34][C:29]=1[NH:36][C:21](=[O:23])[C:20]1[CH:19]=[CH:18][C:17]([C:27]([CH2:28][N:5]2[C:4]3[CH:3]=[C:2]([Cl:1])[CH:15]=[CH:14][C:13]=3[S:12][C:11]3[C:6]2=[CH:7][CH:8]=[CH:9][CH:10]=3)=[CH2:26])=[CH:25][CH:24]=1.